Task: Predict the reactants needed to synthesize the given product.. Dataset: Full USPTO retrosynthesis dataset with 1.9M reactions from patents (1976-2016) (1) Given the product [CH:1]1([CH2:6][N:7]([CH2:29][CH:30]2[CH2:31][CH2:32][CH2:33][CH2:34]2)[C@@H:8]2[CH2:13][CH2:12][C@@H:11]([CH2:14][C:15]([OH:17])=[O:16])[CH2:10][C@H:9]2[C:19]2[CH:24]=[CH:23][C:22]([C:25]([F:26])([F:27])[F:28])=[CH:21][CH:20]=2)[CH2:2][CH2:3][CH2:4][CH2:5]1, predict the reactants needed to synthesize it. The reactants are: [CH:1]1([CH2:6][N:7]([CH2:29][CH:30]2[CH2:34][CH2:33][CH2:32][CH2:31]2)[C@@H:8]2[CH2:13][CH2:12][C@@H:11]([CH2:14][C:15]([O:17]C)=[O:16])[CH2:10][C@H:9]2[C:19]2[CH:24]=[CH:23][C:22]([C:25]([F:28])([F:27])[F:26])=[CH:21][CH:20]=2)[CH2:5][CH2:4][CH2:3][CH2:2]1.[OH-].[Na+].Cl. (2) Given the product [N+:8]([C:5]1[CH:4]=[N:3][C:2]([N:11]2[CH2:15][CH2:14][CH2:13][CH2:12]2)=[N:7][CH:6]=1)([O-:10])=[O:9], predict the reactants needed to synthesize it. The reactants are: Cl[C:2]1[N:7]=[CH:6][C:5]([N+:8]([O-:10])=[O:9])=[CH:4][N:3]=1.[NH:11]1[CH2:15][CH2:14][CH2:13][CH2:12]1. (3) The reactants are: [OH:1][C:2]([C:4]([F:7])([F:6])[F:5])=[O:3].[CH2:8]([N:15]1[CH2:24][CH2:23][C:22]2[C:17](=[N:18][C:19](Cl)=[C:20]([N:25]3[CH2:30][CH2:29][CH:28]([O:31][C:32]4[CH:37]=[CH:36][C:35]([F:38])=[CH:34][C:33]=4[F:39])[CH2:27][CH2:26]3)[N:21]=2)[CH:16]1[CH3:41])[C:9]1[CH:14]=[CH:13][CH:12]=[CH:11][CH:10]=1.[CH:42]([NH2:45])([CH3:44])[CH3:43].CC(C)([O-])C.[Na+]. Given the product [CH2:8]([N:15]1[CH2:24][CH2:23][C:22]2[C:17](=[N:18][C:19]([NH:45][CH:42]([CH3:44])[CH3:43])=[C:20]([N:25]3[CH2:30][CH2:29][CH:28]([O:31][C:32]4[CH:37]=[CH:36][C:35]([F:38])=[CH:34][C:33]=4[F:39])[CH2:27][CH2:26]3)[N:21]=2)[CH:16]1[CH3:41])[C:9]1[CH:14]=[CH:13][CH:12]=[CH:11][CH:10]=1.[C:2]([OH:3])([C:4]([F:7])([F:6])[F:5])=[O:1], predict the reactants needed to synthesize it. (4) Given the product [CH3:40][C:35]1[CH:34]=[C:33]([C:29]2[CH:28]=[C:27]([C:25]3[CH2:24][C:23](=[O:41])[NH:22][C:9]4[CH:10]=[C:11]([C:18]([F:21])([F:19])[F:20])[C:12]([O:14][CH2:15][CH2:16][CH3:17])=[CH:13][C:8]=4[N:7]=3)[CH:32]=[CH:31][CH:30]=2)[CH:38]=[C:37]([CH3:39])[N:36]=1, predict the reactants needed to synthesize it. The reactants are: C(OC(=O)[NH:7][C:8]1[CH:13]=[C:12]([O:14][CH2:15][CH2:16][CH3:17])[C:11]([C:18]([F:21])([F:20])[F:19])=[CH:10][C:9]=1[NH:22][C:23](=[O:41])[CH2:24][C:25]([C:27]1[CH:32]=[CH:31][CH:30]=[C:29]([C:33]2[CH:38]=[C:37]([CH3:39])[N:36]=[C:35]([CH3:40])[CH:34]=2)[CH:28]=1)=O)(C)(C)C.C(O)(C(F)(F)F)=O. (5) Given the product [NH2:48][C@@H:55]([CH2:56][CH:57]([CH3:59])[CH3:58])[C:6]([N:8]1[CH2:9][CH2:10][CH:11]([N:14]([C:20]2[CH:21]=[CH:22][C:23]([O:26][CH2:27][C:28]3[CH:29]=[CH:30][CH:31]=[CH:32][CH:33]=3)=[CH:24][CH:25]=2)[CH2:15][CH2:16][CH:17]([CH3:19])[CH3:18])[CH2:12][CH2:13]1)=[O:5], predict the reactants needed to synthesize it. The reactants are: C([O:5][C:6]([N:8]1[CH2:13][CH2:12][CH:11]([N:14]([C:20]2[CH:25]=[CH:24][C:23]([O:26][CH2:27][C:28]3[CH:33]=[CH:32][CH:31]=[CH:30][CH:29]=3)=[CH:22][CH:21]=2)[CH2:15][CH2:16][CH:17]([CH3:19])[CH3:18])[CH2:10][CH2:9]1)=O)(C)(C)C.C(OC1C=CC([N:48]([CH2:55][CH2:56][CH:57]([CH3:59])[CH3:58])C2CCNCC2)=CC=1)C1C=CC=CC=1.C(O)(C(F)(F)F)=O. (6) Given the product [Br:16][C:17]1[CH:22]=[CH:21][C:20]([C:23]([C:2]2[CH:3]=[N:4][CH:5]=[N:6][CH:7]=2)([OH:28])[C:24]([CH3:25])([CH3:26])[CH3:27])=[C:19]([C:29]([F:30])([F:31])[F:32])[CH:18]=1, predict the reactants needed to synthesize it. The reactants are: Br[C:2]1[CH:3]=[N:4][CH:5]=[N:6][CH:7]=1.C(O)C.C([Li])CCC.[Br:16][C:17]1[CH:22]=[CH:21][C:20]([C:23](=[O:28])[C:24]([CH3:27])([CH3:26])[CH3:25])=[C:19]([C:29]([F:32])([F:31])[F:30])[CH:18]=1. (7) Given the product [NH2:17][CH:12]1[CH:11]([CH3:14])[CH2:10][NH:9][CH2:8][C:7]1([CH3:15])[CH3:6], predict the reactants needed to synthesize it. The reactants are: C([O-])(=O)C.[NH4+].[CH3:6][C:7]1([CH3:15])[C:12](=O)[CH:11]([CH3:14])[CH2:10][NH:9][CH2:8]1.C([BH3-])#[N:17].[Na+]. (8) Given the product [Br:1][C:2]1[CH:10]=[C:9]2[C:5]([C:6](=[O:12])[C:7](=[O:11])[N:8]2[CH2:20][CH2:21][O:22][Si:23]([C:26]([CH3:29])([CH3:28])[CH3:27])([CH3:25])[CH3:24])=[CH:4][CH:3]=1, predict the reactants needed to synthesize it. The reactants are: [Br:1][C:2]1[CH:10]=[C:9]2[C:5]([C:6](=[O:12])[C:7](=[O:11])[NH:8]2)=[CH:4][CH:3]=1.C(=O)([O-])[O-].[K+].[K+].Br[CH2:20][CH2:21][O:22][Si:23]([C:26]([CH3:29])([CH3:28])[CH3:27])([CH3:25])[CH3:24].